Dataset: Catalyst prediction with 721,799 reactions and 888 catalyst types from USPTO. Task: Predict which catalyst facilitates the given reaction. Reactant: [Cl:1][C:2]1[CH:3]=[C:4]([CH:6]=[CH:7][CH:8]=1)[NH2:5].[CH:9]12[O:14][CH:13]1[CH2:12][N:11]([C:15]([O:17][C:18]([CH3:21])([CH3:20])[CH3:19])=[O:16])[CH2:10]2. Product: [Cl:1][C:2]1[CH:3]=[C:4]([NH:5][C@H:13]2[C@H:9]([OH:14])[CH2:10][N:11]([C:15]([O:17][C:18]([CH3:21])([CH3:20])[CH3:19])=[O:16])[CH2:12]2)[CH:6]=[CH:7][CH:8]=1. The catalyst class is: 8.